Task: Regression. Given a peptide amino acid sequence and an MHC pseudo amino acid sequence, predict their binding affinity value. This is MHC class I binding data.. Dataset: Peptide-MHC class I binding affinity with 185,985 pairs from IEDB/IMGT (1) The MHC is HLA-A30:01 with pseudo-sequence HLA-A30:01. The peptide sequence is KLYVPLSRH. The binding affinity (normalized) is 0.0847. (2) The peptide sequence is WTALMFAAY. The MHC is HLA-B51:01 with pseudo-sequence HLA-B51:01. The binding affinity (normalized) is 0.0847. (3) The peptide sequence is RRWIAPHPL. The MHC is HLA-A69:01 with pseudo-sequence HLA-A69:01. The binding affinity (normalized) is 0.0847. (4) The peptide sequence is QYLDLTLTPI. The MHC is H-2-Db with pseudo-sequence H-2-Db. The binding affinity (normalized) is 0.298. (5) The peptide sequence is RVWIQENPW. The MHC is HLA-B58:01 with pseudo-sequence HLA-B58:01. The binding affinity (normalized) is 0.887. (6) The peptide sequence is RVMVMVGATM. The MHC is HLA-B15:01 with pseudo-sequence HLA-B15:01. The binding affinity (normalized) is 0.930. (7) The binding affinity (normalized) is 0.0847. The peptide sequence is SEVKFKYVL. The MHC is HLA-A30:01 with pseudo-sequence HLA-A30:01. (8) The peptide sequence is YIKDLKHAT. The MHC is HLA-A02:01 with pseudo-sequence HLA-A02:01. The binding affinity (normalized) is 0.168. (9) The peptide sequence is KLYPNVDFY. The MHC is HLA-A02:06 with pseudo-sequence HLA-A02:06. The binding affinity (normalized) is 0.318.